Predict the reaction yield, written as a fraction of the theoretical maximum amount of product (1.0 means a 100% yield; for example, 0.34 means a 34% yield). From a dataset of Reaction yield outcomes from USPTO patents with 853,638 reactions. (1) The reactants are [H-].[Na+].[N:3]([CH2:6][CH:7]1[NH:12][C:11]2[C:13]([C:18]3[CH:23]=[CH:22][C:21]([O:24][CH3:25])=[CH:20][C:19]=3[CH3:26])=[CH:14][C:15]([Cl:17])=[CH:16][C:10]=2[O:9][CH2:8]1)=[N+:4]=[N-:5].I[CH3:28]. The catalyst is CN(C)C=O. The product is [N:3]([CH2:6][CH:7]1[N:12]([CH3:28])[C:11]2[C:13]([C:18]3[CH:23]=[CH:22][C:21]([O:24][CH3:25])=[CH:20][C:19]=3[CH3:26])=[CH:14][C:15]([Cl:17])=[CH:16][C:10]=2[O:9][CH2:8]1)=[N+:4]=[N-:5]. The yield is 0.770. (2) The yield is 0.700. The catalyst is ClCCl. The product is [N:1]([CH2:4][CH2:5][CH2:6][CH2:7][C:8]([O:10][N:12]1[C:16](=[O:17])[CH2:15][CH2:14][C:13]1=[O:18])=[O:9])=[N+:2]=[N-:3]. The reactants are [N:1]([CH2:4][CH2:5][CH2:6][CH2:7][C:8]([OH:10])=[O:9])=[N+:2]=[N-:3].O[N:12]1[C:16](=[O:17])[CH2:15][CH2:14][C:13]1=[O:18].Cl.C(N=C=NCCCN(C)C)C.O.